This data is from Reaction yield outcomes from USPTO patents with 853,638 reactions. The task is: Predict the reaction yield, written as a fraction of the theoretical maximum amount of product (1.0 means a 100% yield; for example, 0.34 means a 34% yield). (1) The reactants are C(=O)([O-])[O-].[Cs+].[Cs+].Cl[C:8]1[CH:9]=[N:10][CH:11]=[C:12]([C:14]([F:17])([F:16])[F:15])[CH:13]=1.[C:18]1([C:24]#[CH:25])[CH:23]=[CH:22][CH:21]=[CH:20][CH:19]=1. The catalyst is C(#N)C.O.CC#N.CC#N.Cl[Pd]Cl. The product is [F:15][C:14]([F:17])([F:16])[C:12]1[CH:11]=[N:10][CH:9]=[C:8]([C:25]#[C:24][C:18]2[CH:23]=[CH:22][CH:21]=[CH:20][CH:19]=2)[CH:13]=1. The yield is 0.100. (2) The reactants are P(Cl)(Cl)(Cl)=O.[Br:6][C:7]1[CH:8]=[N:9][CH:10]=[C:11]([CH:15]=1)[C:12]([NH2:14])=O. No catalyst specified. The product is [Br:6][C:7]1[CH:8]=[N:9][CH:10]=[C:11]([C:12]#[N:14])[CH:15]=1. The yield is 0.820. (3) The reactants are [N:1]1[C:5]2[CH:6]=[CH:7][N:8]=[CH:9][C:4]=2[NH:3][CH:2]=1.C(N(CC)C(C)C)(C)C.[CH3:19][Si:20]([CH3:27])([CH3:26])[CH2:21][CH2:22][O:23][CH2:24]Cl. The catalyst is CN(C=O)C.[Cl-].[Na+].O.C(OCC)(=O)C. The product is [CH3:19][Si:20]([CH3:27])([CH3:26])[CH2:21][CH2:22][O:23][CH2:24][N:1]1[C:5]2[CH:6]=[CH:7][N:8]=[CH:9][C:4]=2[N:3]=[CH:2]1. The yield is 0.930. (4) The reactants are [OH:1][CH2:2][CH2:3][N:4]1[C:12]2[CH:11]=[CH:10][CH:9]=[CH:8][C:7]=2[C:6]2[CH2:13][CH2:14][N:15]([C:18]([O:20][C:21]([CH3:24])([CH3:23])[CH3:22])=[O:19])[CH2:16][CH2:17][C:5]1=2.[C:25]1(O)[C:34]2[CH2:33][CH2:32][CH2:31][CH2:30][C:29]=2[CH:28]=[CH:27][CH:26]=1.N(C(OC(C)(C)C)=O)=NC(OC(C)(C)C)=O. The catalyst is C1COCC1. The product is [C:33]1([O:1][CH2:2][CH2:3][N:4]2[C:12]3[CH:11]=[CH:10][CH:9]=[CH:8][C:7]=3[C:6]3[CH2:13][CH2:14][N:15]([C:18]([O:20][C:21]([CH3:24])([CH3:23])[CH3:22])=[O:19])[CH2:16][CH2:17][C:5]2=3)[C:34]2[CH2:25][CH2:26][CH2:27][CH2:28][C:29]=2[CH:30]=[CH:31][CH:32]=1. The yield is 0.220. (5) The reactants are [C:1]([O:5][C:6](=[O:16])[NH:7][CH2:8][C:9]1[CH:14]=[CH:13][N:12]=[C:11]([NH2:15])[CH:10]=1)([CH3:4])([CH3:3])[CH3:2].C1C(=O)N([Br:24])C(=O)C1. The catalyst is CN(C=O)C.CCOC(C)=O. The product is [C:1]([O:5][C:6](=[O:16])[NH:7][CH2:8][C:9]1[C:14]([Br:24])=[CH:13][N:12]=[C:11]([NH2:15])[CH:10]=1)([CH3:4])([CH3:2])[CH3:3]. The yield is 0.500. (6) The reactants are [CH2:1]([O:3][C:4](=[O:32])[C:5]([CH3:31])([CH3:30])[CH2:6][C:7]1[CH:12]=[CH:11][CH:10]=[C:9]([C:13](=[O:29])[C:14]2[CH:19]=[CH:18][CH:17]=[C:16]([CH2:20][C:21]([C:24]([O:26][CH2:27][CH3:28])=[O:25])([CH3:23])[CH3:22])[CH:15]=2)[CH:8]=1)[CH3:2].[BH4-].[Na+].O.ClCCl. The catalyst is CO. The product is [CH2:1]([O:3][C:4](=[O:32])[C:5]([CH3:30])([CH3:31])[CH2:6][C:7]1[CH:12]=[CH:11][CH:10]=[C:9]([CH:13]([C:14]2[CH:19]=[CH:18][CH:17]=[C:16]([CH2:20][C:21]([C:24]([O:26][CH2:27][CH3:28])=[O:25])([CH3:23])[CH3:22])[CH:15]=2)[OH:29])[CH:8]=1)[CH3:2]. The yield is 1.00. (7) The reactants are C(OCC)(=O)C.[CH3:7][C@@H:8]([NH:18][CH2:19][C@H:20]([OH:31])[C:21]1[CH:26]=[CH:25][C:24]([OH:27])=[C:23]([NH:28][CH:29]=[O:30])[CH:22]=1)[CH2:9][C:10]1[CH:15]=[CH:14][C:13]([O:16][CH3:17])=[CH:12][CH:11]=1.[C:32]([OH:41])(=[O:40])[C@@H:33]([C@H:35]([C:37]([OH:39])=[O:38])[OH:36])[OH:34]. The catalyst is CO. The product is [CH3:7][C@@H:8]([NH:18][CH2:19][C@H:20]([OH:31])[C:21]1[CH:26]=[CH:25][C:24]([OH:27])=[C:23]([NH:28][CH:29]=[O:30])[CH:22]=1)[CH2:9][C:10]1[CH:15]=[CH:14][C:13]([O:16][CH3:17])=[CH:12][CH:11]=1.[CH:33]([OH:34])([C:32]([OH:41])=[O:40])[CH:35]([OH:36])[C:37]([OH:39])=[O:38]. The yield is 0.00610. (8) The reactants are II.[CH3:3][C@@:4]12[C:12](=[O:13])[CH2:11][CH2:10][C@H:9]1[C@@H:8]1[CH2:14][CH2:15][C:16]3[C@@H:22]([C@H:7]1[CH2:6][CH2:5]2)[CH2:21][CH2:20][C:18](=[O:19])[CH:17]=3.S([O-])([O-])(=[O:25])=S.[Na+].[Na+].[CH3:30][OH:31]. No catalyst specified. The product is [CH3:3][C@@:4]12[C:12](=[O:13])[CH2:11][CH2:10][C@H:9]1[C@@H:8]1[CH2:14][C:15]([C:16]3[CH:17]=[C:18]([OH:19])[CH:20]=[CH:21][C:22]=3[C@H:7]1[CH2:6][CH2:5]2)=[O:25].[CH3:30][O:31][CH3:3]. The yield is 0.740. (9) The reactants are [Br:1][C:2]1[CH:7]=[CH:6][CH:5]=[C:4]([N+:8]([O-:10])=[O:9])[C:3]=1[Cl:11].C1(S[CH2:19][C:20]#[N:21])C=CC=CC=1.[OH-].[Na+].Cl. The catalyst is CS(C)=O.CCOC(C)=O. The product is [Br:1][C:2]1[C:3]([Cl:11])=[C:4]([N+:8]([O-:10])=[O:9])[CH:5]=[CH:6][C:7]=1[CH2:19][C:20]#[N:21]. The yield is 0.190. (10) The product is [F:67][C:64]1[CH:65]=[CH:66][C:61]([C:56]2[O:55][C:52]3=[N:53][CH:54]=[C:49]([C:47]4[CH:48]=[C:43]([CH:44]=[CH:45][C:46]=4[CH3:68])[C:41]([O:40][C:36]([CH3:37])([CH3:38])[CH3:39])=[O:42])[CH:50]=[C:51]3[C:57]=2[C:58](=[O:59])[NH:2][CH3:1])=[CH:62][CH:63]=1. The catalyst is CN(C=O)C.CCOC(C)=O. The reactants are [CH3:1][N:2](C(ON1N=NC2C=CC=NC1=2)=[N+](C)C)C.F[P-](F)(F)(F)(F)F.CN.CCN(C(C)C)C(C)C.[C:36]([O:40][C:41]([C:43]1[CH:44]=[CH:45][C:46]([CH3:68])=[C:47]([C:49]2[CH:50]=[C:51]3[C:57]([C:58](O)=[O:59])=[C:56]([C:61]4[CH:66]=[CH:65][C:64]([F:67])=[CH:63][CH:62]=4)[O:55][C:52]3=[N:53][CH:54]=2)[CH:48]=1)=[O:42])([CH3:39])([CH3:38])[CH3:37]. The yield is 0.900.